Dataset: Forward reaction prediction with 1.9M reactions from USPTO patents (1976-2016). Task: Predict the product of the given reaction. Given the reactants ClCC1C=CC([C@H](C2C=CC(Cl)=CC=2)[N:10]2[CH2:13][C:12](=[C:14]([C:19]3[CH:24]=[C:23]([F:25])[CH:22]=[C:21]([F:26])[CH:20]=3)[S:15]([CH3:18])(=[O:17])=[O:16])[CH2:11]2)=CC=1, predict the reaction product. The product is: [F:26][C:21]1[CH:20]=[C:19]([C:14](=[C:12]2[CH2:13][NH:10][CH2:11]2)[S:15]([CH3:18])(=[O:17])=[O:16])[CH:24]=[C:23]([F:25])[CH:22]=1.